This data is from HIV replication inhibition screening data with 41,000+ compounds from the AIDS Antiviral Screen. The task is: Binary Classification. Given a drug SMILES string, predict its activity (active/inactive) in a high-throughput screening assay against a specified biological target. The drug is COc1ccc(N2C(=O)c3cc(C)cnc3S2(=O)=O)cc1. The result is 0 (inactive).